This data is from Reaction yield outcomes from USPTO patents with 853,638 reactions. The task is: Predict the reaction yield, written as a fraction of the theoretical maximum amount of product (1.0 means a 100% yield; for example, 0.34 means a 34% yield). (1) The reactants are [C:1]([OH:15])(=[O:14])[C:2]1[CH:13]=[C:9]([C:10]([OH:12])=[O:11])[CH:8]=[C:4]([C:5]([OH:7])=[O:6])[CH:3]=1.S(Cl)(Cl)=O.CN(C=O)C.[OH-].[K+]. The catalyst is C(O)C=C.C1COCC1.C(O)C=C. The product is [CH2:3]([C:3]1[C:4]([C:5]([OH:7])=[O:6])=[CH:8][C:9]([C:10]([OH:12])=[O:11])=[C:13]([CH2:8][CH:4]=[CH2:5])[C:2]=1[C:1]([OH:15])=[O:14])[CH:2]=[CH2:1]. The yield is 0.800. (2) The reactants are [Cl:1][CH2:2]/[CH:3]=[CH:4]\[CH2:5][NH2:6].C(N(CC)C(C)C)(C)C.[C:16](O[C:16]([O:18][C:19]([CH3:22])([CH3:21])[CH3:20])=[O:17])([O:18][C:19]([CH3:22])([CH3:21])[CH3:20])=[O:17]. The catalyst is C1COCC1.O. The product is [Cl:1][CH2:2]/[CH:3]=[CH:4]\[CH2:5][NH:6][C:16](=[O:17])[O:18][C:19]([CH3:22])([CH3:21])[CH3:20]. The yield is 0.800. (3) The reactants are [C:1]1([NH:7][C:8]2[CH:13]=[CH:12][C:11]([CH2:14][C:15](Cl)=[N:16][OH:17])=[CH:10][CH:9]=2)[CH:6]=[CH:5][CH:4]=[CH:3][CH:2]=1.[C:19]([C:21]1[C:22]([NH2:28])=[N:23][C:24]([NH2:27])=[CH:25][CH:26]=1)#[CH:20].C(N(CC)CC)C. The catalyst is O1CCCC1. The product is [C:1]1([NH:7][C:8]2[CH:13]=[CH:12][C:11]([CH2:14][C:15]3[CH:20]=[C:19]([C:21]4[C:22]([NH2:28])=[N:23][C:24]([NH2:27])=[CH:25][CH:26]=4)[O:17][N:16]=3)=[CH:10][CH:9]=2)[CH:6]=[CH:5][CH:4]=[CH:3][CH:2]=1. The yield is 0.520. (4) The reactants are [OH:1][CH:2]1[CH2:6][CH2:5][N:4]([C:7]2[CH:8]=[C:9]3[C:13](=[CH:14][CH:15]=2)[C:12]2([C:19](=[O:20])[NH:18][C:17](=[O:21])[NH:16]2)[CH2:11][CH2:10]3)[CH2:3]1.C([O-])([O-])=O.[K+].[K+].Br[CH2:29][C:30]([O:32][C:33]([CH3:36])([CH3:35])[CH3:34])=[O:31]. The catalyst is CN(C=O)C.O. The product is [OH:1][CH:2]1[CH2:6][CH2:5][N:4]([C:7]2[CH:8]=[C:9]3[C:13](=[CH:14][CH:15]=2)[C:12]2([C:19](=[O:20])[N:18]([CH2:29][C:30]([O:32][C:33]([CH3:36])([CH3:35])[CH3:34])=[O:31])[C:17](=[O:21])[NH:16]2)[CH2:11][CH2:10]3)[CH2:3]1. The yield is 0.540. (5) The reactants are C(C1C=CC(B(O)O)=CC=1)#N.[O-]P([O-])([O-])=O.[K+].[K+].[K+].[C:20]([C:22]1[CH:27]=[CH:26][C:25]([C:28]2[N:32]3[CH:33]=[C:34]([C:37]4[CH:60]=[CH:59][C:40]([C:41]([N:43]5[CH2:58][CH2:57][C:46]6([CH2:49][N:48](C(OC(C)(C)C)=O)[CH2:47]6)[CH2:45][CH2:44]5)=[O:42])=[CH:39][CH:38]=4)[CH:35]=[CH:36][C:31]3=[N:30][CH:29]=2)=[CH:24][CH:23]=1)#[N:21]. The catalyst is O1CCOCC1.O.O.C1C=CC([P]([Pd]([P](C2C=CC=CC=2)(C2C=CC=CC=2)C2C=CC=CC=2)([P](C2C=CC=CC=2)(C2C=CC=CC=2)C2C=CC=CC=2)[P](C2C=CC=CC=2)(C2C=CC=CC=2)C2C=CC=CC=2)(C2C=CC=CC=2)C2C=CC=CC=2)=CC=1. The product is [CH2:47]1[C:46]2([CH2:45][CH2:44][N:43]([C:41]([C:40]3[CH:39]=[CH:38][C:37]([C:34]4[CH:35]=[CH:36][C:31]5[N:32]([C:28]([C:25]6[CH:24]=[CH:23][C:22]([C:20]#[N:21])=[CH:27][CH:26]=6)=[CH:29][N:30]=5)[CH:33]=4)=[CH:60][CH:59]=3)=[O:42])[CH2:58][CH2:57]2)[CH2:49][NH:48]1. The yield is 0.590.